This data is from Full USPTO retrosynthesis dataset with 1.9M reactions from patents (1976-2016). The task is: Predict the reactants needed to synthesize the given product. Given the product [Br:1][C:2]1[N:7]=[CH:6][N:5]([CH3:9])[C:4](=[O:8])[CH:3]=1, predict the reactants needed to synthesize it. The reactants are: [Br:1][C:2]1[N:7]=[CH:6][NH:5][C:4](=[O:8])[CH:3]=1.[C:9]([O-])([O-])=O.[K+].[K+].CI.